Dataset: Catalyst prediction with 721,799 reactions and 888 catalyst types from USPTO. Task: Predict which catalyst facilitates the given reaction. (1) Reactant: [O:1]1[CH2:6][CH2:5][N:4]([C:7]2[C:8]3[N:9]([CH:13]=[C:14]([CH2:16][OH:17])[N:15]=3)[CH:10]=[CH:11][N:12]=2)[CH2:3][CH2:2]1.C1C(=O)N([Br:25])C(=O)C1. Product: [Br:25][C:10]1[N:9]2[CH:13]=[C:14]([CH2:16][OH:17])[N:15]=[C:8]2[C:7]([N:4]2[CH2:3][CH2:2][O:1][CH2:6][CH2:5]2)=[N:12][CH:11]=1. The catalyst class is: 10. (2) The catalyst class is: 1. Reactant: [H-].[H-].[H-].[H-].[Li+].[Al+3].[CH2:7]([O:14][C:15]([NH:17][CH:18]1[CH2:23][O:22][CH:21]([CH2:24][CH2:25][NH:26][C:27]2[C:32]([C:33](OCC)=[O:34])=[CH:31][N:30]=[C:29]([S:38][CH3:39])[N:28]=2)[O:20][CH2:19]1)=[O:16])[C:8]1[CH:13]=[CH:12][CH:11]=[CH:10][CH:9]=1.O.[OH-].[Na+]. Product: [OH:34][CH2:33][C:32]1[C:27]([NH:26][CH2:25][CH2:24][CH:21]2[O:22][CH2:23][CH:18]([NH:17][C:15](=[O:16])[O:14][CH2:7][C:8]3[CH:13]=[CH:12][CH:11]=[CH:10][CH:9]=3)[CH2:19][O:20]2)=[N:28][C:29]([S:38][CH3:39])=[N:30][CH:31]=1. (3) Reactant: [C:1]([C:3]1[CH:8]=[CH:7][C:6]([CH:9]([O:29][C:30]2[CH:35]=[CH:34][C:33]([O:36][CH3:37])=[C:32]([O:38][CH3:39])[CH:31]=2)[CH2:10][CH2:11][CH2:12][N:13]2[CH2:20][CH:19]3[CH2:21][CH:15]([CH2:16][N:17](C(OC(C)(C)C)=O)[CH2:18]3)[CH2:14]2)=[CH:5][CH:4]=1)#[N:2].Cl.C([O-])([O-])=O.[K+].[K+].O. Product: [CH:19]12[CH2:21][CH:15]([CH2:16][NH:17][CH2:18]1)[CH2:14][N:13]([CH2:12][CH2:11][CH2:10][CH:9]([C:6]1[CH:5]=[CH:4][C:3]([C:1]#[N:2])=[CH:8][CH:7]=1)[O:29][C:30]1[CH:35]=[CH:34][C:33]([O:36][CH3:37])=[C:32]([O:38][CH3:39])[CH:31]=1)[CH2:20]2. The catalyst class is: 13. (4) Reactant: [Cl:1][C:2]1[CH:3]=[C:4]2[C:9](=[CH:10][C:11]=1[C:12]([N:14]1[CH2:18][CH2:17][CH2:16][CH2:15]1)=[O:13])[N:8]=[CH:7][N:6]=[C:5]2[NH:19][CH:20]([C:26]1[N:30](C(OC(C)(C)C)=O)[C:29]2[CH:38]=[CH:39][C:40]([Cl:42])=[CH:41][C:28]=2[N:27]=1)[CH2:21][CH2:22][C:23]([OH:25])=O.[CH:43]1([NH2:48])[CH2:47][CH2:46][CH2:45][CH2:44]1.CN(C(ON1N=NC2C=CC=CC1=2)=[N+](C)C)C.[B-](F)(F)(F)F.FC(F)(F)C(O)=O. Product: [Cl:1][C:2]1[CH:3]=[C:4]2[C:9](=[CH:10][C:11]=1[C:12]([N:14]1[CH2:15][CH2:16][CH2:17][CH2:18]1)=[O:13])[N:8]=[CH:7][N:6]=[C:5]2[NH:19][CH:20]([C:26]1[NH:30][C:29]2[CH:38]=[CH:39][C:40]([Cl:42])=[CH:41][C:28]=2[N:27]=1)[CH2:21][CH2:22][C:23]([NH:48][CH:43]1[CH2:47][CH2:46][CH2:45][CH2:44]1)=[O:25]. The catalyst class is: 783.